From a dataset of Full USPTO retrosynthesis dataset with 1.9M reactions from patents (1976-2016). Predict the reactants needed to synthesize the given product. (1) The reactants are: [Cl:1][C:2]1[CH:3]=[CH:4][C:5]2[N:11]([CH2:12][C:13]([CH3:17])([CH3:16])[CH2:14][OH:15])[C:10](=[O:18])[C@@H:9]([CH2:19][C:20]([NH:22][CH2:23][CH2:24][CH2:25][CH2:26][C:27]([O:29]C)=[O:28])=[O:21])[O:8][C@H:7]([C:31]3[CH:36]=[CH:35][CH:34]=[C:33]([O:37][CH3:38])[C:32]=3[O:39][CH3:40])[C:6]=2[CH:41]=1.[OH-].[Na+].C(O)C. Given the product [Cl:1][C:2]1[CH:3]=[CH:4][C:5]2[N:11]([CH2:12][C:13]([CH3:16])([CH3:17])[CH2:14][OH:15])[C:10](=[O:18])[C@@H:9]([CH2:19][C:20]([NH:22][CH2:23][CH2:24][CH2:25][CH2:26][C:27]([OH:29])=[O:28])=[O:21])[O:8][C@H:7]([C:31]3[CH:36]=[CH:35][CH:34]=[C:33]([O:37][CH3:38])[C:32]=3[O:39][CH3:40])[C:6]=2[CH:41]=1, predict the reactants needed to synthesize it. (2) Given the product [Br:49][C:48]1[CH:47]=[C:46]([O:50][C:51]([F:54])([F:53])[F:52])[CH:45]=[C:41]2[C:40]=1[N:39]=[CH:16][N:18]([CH2:19][C:20]1[CH:25]=[C:24]([Cl:26])[CH:23]=[CH:22][C:21]=1[S:27][CH2:28][CH3:29])[C:42]2=[O:44], predict the reactants needed to synthesize it. The reactants are: ClC1C=CC(SCC)=C(CN)C=1.NC1C(Br)=CC(C(F)(F)F)=CC=1[C:16]([NH:18][CH2:19][C:20]1[CH:25]=[C:24]([Cl:26])[CH:23]=[CH:22][C:21]=1[S:27][CH2:28][CH3:29])=O.[NH2:39][C:40]1[C:48]([Br:49])=[CH:47][C:46]([O:50][C:51]([F:54])([F:53])[F:52])=[CH:45][C:41]=1[C:42]([OH:44])=O.NC1C(Br)=CC(C(F)(F)F)=CC=1C(O)=O. (3) Given the product [F:30][C:31]1[CH:71]=[N:70][C:34]2[N:35]([C:18]3[CH:19]=[C:14]([C:9]4[CH:8]=[CH:13][C:12]([CH3:72])=[CH:11][CH:10]=4)[CH:15]=[CH:16][CH:17]=3)[C:36](=[O:54])[N:37]([C@@H:40]3[CH2:41][CH2:42][C@H:43]([NH:46][C:47](=[O:53])[O:48][C:49]([CH3:51])([CH3:52])[CH3:50])[CH2:44][CH2:45]3)[C:38](=[O:39])[C:33]=2[CH:32]=1, predict the reactants needed to synthesize it. The reactants are: C1(P(C2CCCCC2)[C:8]2[CH:13]=[CH:12][CH:11]=[CH:10][C:9]=2[C:14]2[C:19](OC)=[CH:18][CH:17]=[CH:16][C:15]=2OC)CCCCC1.[F:30][C:31]1[CH:71]=[N:70][C:34]2[N:35](C3C=CC=C(B4OC(C)(C)C(C)(C)O4)C=3)[C:36](=[O:54])[N:37]([C@@H:40]3[CH2:45][CH2:44][C@H:43]([NH:46][C:47](=[O:53])[O:48][C:49]([CH3:52])([CH3:51])[CH3:50])[CH2:42][CH2:41]3)[C:38](=[O:39])[C:33]=2[CH:32]=1.[C:72](=O)([O-])[O-].[K+].[K+].BrC1C=CC(C)=CC=1. (4) Given the product [F:45][C:46]1[CH:47]=[CH:48][C:49]([C:52]2[N:53]=[C:54]([C:57]([N:40]3[CH2:39][C@H:38]([CH2:41][S:42][CH3:43])[NH:37][C:36](=[O:44])[C@@H:35]3[CH2:31][CH:32]([CH3:34])[CH3:33])=[O:59])[O:13][N:12]=2)=[CH:50][CH:51]=1, predict the reactants needed to synthesize it. The reactants are: FC1C=C(C2[O:13][N:12]=C(C(N3C[C@H](CC(C)C)NC(=O)[C@@H]3CC(C)C)=O)C=2)C=CC=1F.[CH2:31]([C@@H:35]1[NH:40][CH2:39][C@H:38]([CH2:41][S:42][CH3:43])[NH:37][C:36]1=[O:44])[CH:32]([CH3:34])[CH3:33].[F:45][C:46]1[CH:51]=[CH:50][C:49]([C:52]2ON=[C:54]([C:57]([OH:59])=O)[N:53]=2)=[CH:48][CH:47]=1. (5) The reactants are: [Cl:1][C:2]1[C:11]2[C:6](=[CH:7][C:8]([O:14][CH:15]3[CH2:20][CH2:19][N:18](C(OC(C)(C)C)=O)[CH2:17][CH2:16]3)=[C:9]([O:12][CH3:13])[CH:10]=2)[N:5]=[CH:4][N:3]=1.[Br:28][C:29]1[CH:30]=[C:31]([CH:33]=[CH:34][CH:35]=1)[NH2:32].Cl.ClC1C=C(NC2C3C(=CC(OC4CCNCC4)=C(OC)C=3)N=CN=2)C=CC=1F. Given the product [ClH:1].[Br:28][C:29]1[CH:30]=[C:31]([NH:32][C:2]2[C:11]3[C:6](=[CH:7][C:8]([O:14][CH:15]4[CH2:16][CH2:17][NH:18][CH2:19][CH2:20]4)=[C:9]([O:12][CH3:13])[CH:10]=3)[N:5]=[CH:4][N:3]=2)[CH:33]=[CH:34][CH:35]=1, predict the reactants needed to synthesize it. (6) Given the product [Cl:14][C:10]1[CH:9]=[C:8]([C:5]2[CH:6]=[CH:7][C:2]3[NH:1][C:19](=[O:21])[O:17][CH:15]([CH3:16])[C:3]=3[CH:4]=2)[CH:13]=[CH:12][CH:11]=1, predict the reactants needed to synthesize it. The reactants are: [NH2:1][C:2]1[CH:7]=[CH:6][C:5]([C:8]2[CH:13]=[CH:12][CH:11]=[C:10]([Cl:14])[CH:9]=2)=[CH:4][C:3]=1[CH:15]([OH:17])[CH3:16].Cl[C:19](Cl)([O:21]C(=O)OC(Cl)(Cl)Cl)Cl. (7) Given the product [C:55]([O:59][C:60]([N:62]1[CH2:67][CH2:66][CH:65]([NH:68][C:5]2[C:4]3[C:9](=[CH:10][CH:11]=[C:2]([Cl:1])[CH:3]=3)[N:8]([CH2:12][C:13]3[CH:18]=[CH:17][N:16]=[CH:15][CH:14]=3)[C:7](=[O:19])[CH:6]=2)[CH2:64][CH2:63]1)=[O:61])([CH3:58])([CH3:56])[CH3:57], predict the reactants needed to synthesize it. The reactants are: [Cl:1][C:2]1[CH:3]=[C:4]2[C:9](=[CH:10][CH:11]=1)[N:8]([CH2:12][C:13]1[CH:18]=[CH:17][N:16]=[CH:15][CH:14]=1)[C:7](=[O:19])[CH:6]=[C:5]2O.[H-].[Na+].FC(F)(F)S(N(C1C=CC=CC=1)S(C(F)(F)F)(=O)=O)(=O)=O.N1C2C(=CC=CC=2)C=CC1=O.[C:55]([O:59][C:60]([N:62]1[CH2:67][CH2:66][CH:65]([NH2:68])[CH2:64][CH2:63]1)=[O:61])([CH3:58])([CH3:57])[CH3:56].